This data is from M1 muscarinic receptor antagonist screen with 61,756 compounds. The task is: Binary Classification. Given a drug SMILES string, predict its activity (active/inactive) in a high-throughput screening assay against a specified biological target. The molecule is S(=O)(=O)(N(c1ccc(C(=O)NC2C(O)CCCC2)cc1)Cc1ccccc1)C. The result is 0 (inactive).